This data is from Forward reaction prediction with 1.9M reactions from USPTO patents (1976-2016). The task is: Predict the product of the given reaction. (1) Given the reactants [C:1](#[N:5])[CH2:2][C:3]#[N:4].[H-].[Na+].[CH:8]1([C:14](Cl)=[O:15])[CH2:13][CH2:12][CH2:11][CH2:10][CH2:9]1.Cl, predict the reaction product. The product is: [CH:8]1([C:14]([OH:15])=[C:2]([C:1]#[N:5])[C:3]#[N:4])[CH2:13][CH2:12][CH2:11][CH2:10][CH2:9]1. (2) Given the reactants [N:1]1[CH:6]=[C:5]([C:7]([OH:9])=[O:8])[CH:4]=C(C(O)=O)[CH:2]=1.C[O:14][C:15]([O:18][CH3:19])([CH3:17])C.[ClH:20].[CH3:21]O, predict the reaction product. The product is: [ClH:20].[CH3:21][O:9][C:7]([C:5]1[CH:6]=[N:1][CH:2]=[C:17]([C:15]([O:18][CH3:19])=[O:14])[CH:4]=1)=[O:8]. (3) Given the reactants COC1C=C(OC)C=CC=1C[O:6][N:7]1[C:12](=[O:13])[C:11]2[S:14][C:15]3[CH:20]=[CH:19][CH:18]=[CH:17][C:16]=3[C:10]=2[NH:9][C:8]1=[O:21].[C:28]([C:32]1[CH:39]=[CH:38][C:35]([CH2:36]Br)=[CH:34][CH:33]=1)([CH3:31])([CH3:30])[CH3:29], predict the reaction product. The product is: [C:28]([C:32]1[CH:33]=[CH:34][C:35]([CH2:36][N:9]2[C:10]3[C:16]4[CH:17]=[CH:18][CH:19]=[CH:20][C:15]=4[S:14][C:11]=3[C:12](=[O:13])[N:7]([OH:6])[C:8]2=[O:21])=[CH:38][CH:39]=1)([CH3:31])([CH3:29])[CH3:30]. (4) Given the reactants [C:1]([O:5][C:6]([N:8]1[CH2:13][CH2:12][C:11]([CH2:21][O:22][CH:23]([C:27]2[C:35]3[C:31](=[CH:32][N:33]([CH2:36][O:37][CH2:38][CH2:39][Si:40]([CH3:43])([CH3:42])[CH3:41])[N:34]=3)[CH:30]=[C:29]([Cl:44])[CH:28]=2)[C:24](O)=[O:25])([C:14]2[CH:19]=[CH:18][C:17]([F:20])=[CH:16][CH:15]=2)[CH2:10][CH2:9]1)=[O:7])([CH3:4])([CH3:3])[CH3:2].N.C1C[N:49]([P+](ON2N=NC3C=CC=CC2=3)(N2CCCC2)N2CCCC2)CC1.F[P-](F)(F)(F)(F)F, predict the reaction product. The product is: [NH2:49][C:24](=[O:25])[CH:23]([C:27]1[C:35]2[C:31](=[CH:32][N:33]([CH2:36][O:37][CH2:38][CH2:39][Si:40]([CH3:43])([CH3:42])[CH3:41])[N:34]=2)[CH:30]=[C:29]([Cl:44])[CH:28]=1)[O:22][CH2:21][C:11]1([C:14]2[CH:15]=[CH:16][C:17]([F:20])=[CH:18][CH:19]=2)[CH2:10][CH2:9][N:8]([C:6]([O:5][C:1]([CH3:3])([CH3:2])[CH3:4])=[O:7])[CH2:13][CH2:12]1.